From a dataset of Full USPTO retrosynthesis dataset with 1.9M reactions from patents (1976-2016). Predict the reactants needed to synthesize the given product. (1) Given the product [Cl:8][C:15]1([C:13]#[N:14])[CH2:20][CH:19]2[CH2:21][CH2:22][CH:16]1[CH:17]=[CH:18]2, predict the reactants needed to synthesize it. The reactants are: N1C=CC=CC=1.P(Cl)(Cl)(Cl)(Cl)[Cl:8].[C:13]([CH:15]1[CH2:20][CH:19]2[CH2:21][CH2:22][CH:16]1[CH:17]=[CH:18]2)#[N:14]. (2) Given the product [Br:3][C:4]1[CH:5]=[C:6]2[C:11](=[CH:12][CH:13]=1)[N:10]=[C:9]([O:14][CH3:15])[C:8]([CH2:16][OH:17])=[C:7]2[Cl:18], predict the reactants needed to synthesize it. The reactants are: [BH4-].[Na+].[Br:3][C:4]1[CH:5]=[C:6]2[C:11](=[CH:12][CH:13]=1)[N:10]=[C:9]([O:14][CH3:15])[C:8]([CH:16]=[O:17])=[C:7]2[Cl:18]. (3) The reactants are: [C:1]([O-:7])([O-])([O:3][CH2:4][CH3:5])[CH3:2].N1C=CC=[CH:10][CH:9]=1.[F:14][C:15]([F:26])([F:25])[C:16](O[C:16](=[O:17])[C:15]([F:26])([F:25])[F:14])=[O:17]. Given the product [CH2:9]([O:7][C:1]([O:3][CH2:4][CH3:5])=[CH:2][C:16](=[O:17])[C:15]([F:26])([F:25])[F:14])[CH3:10], predict the reactants needed to synthesize it.